From a dataset of Full USPTO retrosynthesis dataset with 1.9M reactions from patents (1976-2016). Predict the reactants needed to synthesize the given product. (1) Given the product [C:26]([O:25][C:23]([N:4]([CH:1]1[CH2:2][CH2:3]1)[CH:5]([C:7]1[CH:16]=[CH:15][C:10]([C:11]([O:13][CH3:14])=[O:12])=[C:9]([O:17][CH2:18][CH2:19][CH2:20][O:21][CH3:22])[CH:8]=1)[CH3:6])=[O:24])([CH3:29])([CH3:28])[CH3:27], predict the reactants needed to synthesize it. The reactants are: [CH:1]1([NH:4][CH:5]([C:7]2[CH:16]=[CH:15][C:10]([C:11]([O:13][CH3:14])=[O:12])=[C:9]([O:17][CH2:18][CH2:19][CH2:20][O:21][CH3:22])[CH:8]=2)[CH3:6])[CH2:3][CH2:2]1.[C:23](O[C:23]([O:25][C:26]([CH3:29])([CH3:28])[CH3:27])=[O:24])([O:25][C:26]([CH3:29])([CH3:28])[CH3:27])=[O:24].C(N(CC)CC)C.O. (2) Given the product [CH2:15]([N:17]1[C:25]2[C:20](=[N+:21]([O-:27])[CH:22]=[CH:23][C:24]=2[CH3:26])[N:19]([C:28]2[CH:29]=[CH:30][C:31]([O:34][C:3]3[N:2]([CH3:1])[C:6]4=[N:7][CH:8]=[CH:9][CH:10]=[C:5]4[N:4]=3)=[CH:32][CH:33]=2)[C:18]1=[O:35])[CH3:16], predict the reactants needed to synthesize it. The reactants are: [CH3:1][N:2]1[C:6]2=[N:7][CH:8]=[CH:9][CH:10]=[C:5]2[N:4]=[C:3]1S(C)(=O)=O.[CH2:15]([N:17]1[C:25]2[C:20](=[N+:21]([O-:27])[CH:22]=[CH:23][C:24]=2[CH3:26])[N:19]([C:28]2[CH:33]=[CH:32][C:31]([OH:34])=[CH:30][CH:29]=2)[C:18]1=[O:35])[CH3:16].[H-].[Na+].[Cl-].[Cl-].[Ca+2]. (3) Given the product [OH:8][C:9]1[CH:18]=[C:17]2[C:12]([C:13]([C:20]3[CH:25]=[CH:24][C:23]([Br:26])=[CH:22][C:21]=3[F:27])=[N:14][C:15]([NH2:19])=[N:16]2)=[CH:11][C:10]=1[O:28][CH3:29], predict the reactants needed to synthesize it. The reactants are: C([O:8][C:9]1[CH:18]=[C:17]2[C:12]([C:13]([C:20]3[CH:25]=[CH:24][C:23]([Br:26])=[CH:22][C:21]=3[F:27])=[N:14][C:15]([NH2:19])=[N:16]2)=[CH:11][C:10]=1[O:28][CH3:29])C1C=CC=CC=1. (4) Given the product [CH3:1][O:2][C:3](=[O:12])[C@@H:4]([CH2:5][C:6](=[O:7])[NH:18][CH3:17])[CH:9]([CH3:11])[CH3:10], predict the reactants needed to synthesize it. The reactants are: [CH3:1][O:2][C:3](=[O:12])[C@H:4]([CH:9]([CH3:11])[CH3:10])[CH2:5][C:6](O)=[O:7].Cl.CN.C[CH2:17][N:18](C(C)C)C(C)C.CN(C(ON1N=NC2C=CC=CC1=2)=[N+](C)C)C.F[P-](F)(F)(F)(F)F. (5) The reactants are: [F:1][CH:2]([F:33])[O:3][C:4]1[CH:5]=[C:6]([N:20]2[C:24]3=[N:25][CH:26]=[CH:27][CH:28]=[C:23]3[C:22]([C:29]([O:31]C)=O)=[N:21]2)[CH:7]=[C:8]([C:10]#[C:11][C@:12]2([OH:19])[CH2:16][CH2:15][N:14]([CH3:17])[C:13]2=[O:18])[CH:9]=1.[NH3:34]. Given the product [F:33][CH:2]([F:1])[O:3][C:4]1[CH:5]=[C:6]([N:20]2[C:24]3=[N:25][CH:26]=[CH:27][CH:28]=[C:23]3[C:22]([C:29]([NH2:34])=[O:31])=[N:21]2)[CH:7]=[C:8]([C:10]#[C:11][C@:12]2([OH:19])[CH2:16][CH2:15][N:14]([CH3:17])[C:13]2=[O:18])[CH:9]=1, predict the reactants needed to synthesize it.